From a dataset of Reaction yield outcomes from USPTO patents with 853,638 reactions. Predict the reaction yield, written as a fraction of the theoretical maximum amount of product (1.0 means a 100% yield; for example, 0.34 means a 34% yield). The reactants are Cl.[NH2:2][C@H:3]1[C:11]2[C:6](=[CH:7][C:8]([C:12]([O:14][CH3:15])=[O:13])=[CH:9][CH:10]=2)[CH2:5][CH2:4]1.CCN(C(C)C)C(C)C.[Cl:25][C:26]1[CH:34]=[CH:33][CH:32]=[CH:31][C:27]=1[C:28](Cl)=[O:29]. The catalyst is ClCCl.[Cl-].[NH4+].C(OCC)(=O)C. The product is [Cl:25][C:26]1[CH:34]=[CH:33][CH:32]=[CH:31][C:27]=1[C:28]([NH:2][C@H:3]1[C:11]2[C:6](=[CH:7][C:8]([C:12]([O:14][CH3:15])=[O:13])=[CH:9][CH:10]=2)[CH2:5][CH2:4]1)=[O:29]. The yield is 0.740.